Dataset: Peptide-MHC class I binding affinity with 185,985 pairs from IEDB/IMGT. Task: Regression. Given a peptide amino acid sequence and an MHC pseudo amino acid sequence, predict their binding affinity value. This is MHC class I binding data. The peptide sequence is TTFPVNGGY. The MHC is HLA-A02:19 with pseudo-sequence HLA-A02:19. The binding affinity (normalized) is 0.0847.